This data is from Forward reaction prediction with 1.9M reactions from USPTO patents (1976-2016). The task is: Predict the product of the given reaction. The product is: [F:42][C:39]1[CH:40]=[CH:41][C:36]([O:35][C:33](=[O:34])[N:21]([C@H:10]2[C@H:11]([C:13]3[CH:18]=[CH:17][C:16]([Cl:19])=[C:15]([Cl:20])[CH:14]=3)[CH2:12][N:8]([CH2:1][C:2]3[CH:7]=[CH:6][CH:5]=[CH:4][CH:3]=3)[CH2:9]2)[CH3:22])=[CH:37][CH:38]=1. Given the reactants [CH2:1]([N:8]1[CH2:12][C@@H:11]([C:13]2[CH:18]=[CH:17][C:16]([Cl:19])=[C:15]([Cl:20])[CH:14]=2)[C@H:10]([NH:21][CH3:22])[CH2:9]1)[C:2]1[CH:7]=[CH:6][CH:5]=[CH:4][CH:3]=1.CCN(C(C)C)C(C)C.Cl[C:33]([O:35][C:36]1[CH:41]=[CH:40][C:39]([F:42])=[CH:38][CH:37]=1)=[O:34], predict the reaction product.